This data is from Forward reaction prediction with 1.9M reactions from USPTO patents (1976-2016). The task is: Predict the product of the given reaction. Given the reactants [Br:1][C:2]1[CH:3]=[C:4]([N+:13]([O-])=O)[C:5]([NH:8][C@@H:9]([CH3:12])[CH2:10][OH:11])=[N:6][CH:7]=1.O.O.[Sn](Cl)Cl.[OH-].[Na+], predict the reaction product. The product is: [NH2:13][C:4]1[C:5]([NH:8][C@@H:9]([CH3:12])[CH2:10][OH:11])=[N:6][CH:7]=[C:2]([Br:1])[CH:3]=1.